Dataset: Forward reaction prediction with 1.9M reactions from USPTO patents (1976-2016). Task: Predict the product of the given reaction. (1) Given the reactants [CH3:1][C:2]1[C:7]([O:8][C@H:9]2[CH2:13][CH2:12][O:11][CH2:10]2)=[CH:6][CH:5]=[CH:4][C:3]=1[OH:14].[H-].[Na+].FC(F)(F)S(O[C:23]1[C:32]2[C:31](=[O:33])[N:30]([CH2:34][C:35]3[CH:40]=[CH:39][C:38]([O:41][CH3:42])=[CH:37][CH:36]=3)[C:29](=[O:43])[N:28]([C:44]3[CH:49]=[CH:48][C:47]([I:50])=[CH:46][C:45]=3[F:51])[C:27]=2[N:26]([CH3:52])[C:25](=[O:53])[CH:24]=1)(=O)=O, predict the reaction product. The product is: [F:51][C:45]1[CH:46]=[C:47]([I:50])[CH:48]=[CH:49][C:44]=1[N:28]1[C:27]2[N:26]([CH3:52])[C:25](=[O:53])[CH:24]=[C:23]([O:14][C:3]3[CH:4]=[CH:5][CH:6]=[C:7]([O:8][C@H:9]4[CH2:13][CH2:12][O:11][CH2:10]4)[C:2]=3[CH3:1])[C:32]=2[C:31](=[O:33])[N:30]([CH2:34][C:35]2[CH:36]=[CH:37][C:38]([O:41][CH3:42])=[CH:39][CH:40]=2)[C:29]1=[O:43]. (2) Given the reactants [CH2:1]([N:3]([CH2:20][CH3:21])[CH2:4][CH2:5][N:6]1[C:15]2[C:10](=[CH:11][C:12]([N+:16]([O-])=O)=[CH:13][CH:14]=2)[CH2:9][CH2:8][C:7]1=[O:19])[CH3:2].O.NN.N, predict the reaction product. The product is: [NH2:16][C:12]1[CH:11]=[C:10]2[C:15](=[CH:14][CH:13]=1)[N:6]([CH2:5][CH2:4][N:3]([CH2:20][CH3:21])[CH2:1][CH3:2])[C:7](=[O:19])[CH2:8][CH2:9]2. (3) Given the reactants O[C:2]1[C:11]2[C:6](=[CH:7][CH:8]=[C:9]([Cl:12])[CH:10]=2)[C:5]2[O:13][C:14]3[CH:19]=[CH:18][C:17]([O:20][CH3:21])=[CH:16][C:15]=3[C:4]=2[N:3]=1.[Cl:22]C1C=C2C(C3OC4C=CC=CC=4C=3N=C2O)=CC=1, predict the reaction product. The product is: [Cl:12][C:9]1[CH:10]=[C:11]2[C:6]([C:5]3[O:13][C:14]4[CH:19]=[CH:18][C:17]([O:20][CH3:21])=[CH:16][C:15]=4[C:4]=3[N:3]=[C:2]2[Cl:22])=[CH:7][CH:8]=1. (4) Given the reactants Br[C:2]1[CH:7]=[CH:6][C:5]([C:8]([F:11])([F:10])[F:9])=[CH:4][C:3]=1[F:12].[C:13]([O:16][Na])(C)=[O:14].[CH3:18]CO, predict the reaction product. The product is: [F:12][C:3]1[CH:4]=[C:5]([C:8]([F:11])([F:10])[F:9])[CH:6]=[CH:7][C:2]=1[C:13]([O:16][CH3:18])=[O:14]. (5) Given the reactants [O:1]1CCO[CH:2]1[C:6]1[CH:11]=[CH:10][CH:9]=[CH:8][C:7]=1[C:12]1[S:16][C:15]2[CH:17]=[CH:18][CH:19]=[CH:20][C:14]=2[CH:13]=1.Cl.Cl.O.O1CCCC1, predict the reaction product. The product is: [S:16]1[C:12]([C:7]2[CH:8]=[CH:9][CH:10]=[CH:11][C:6]=2[CH:2]=[O:1])=[CH:13][C:14]2[CH:20]=[CH:19][CH:18]=[CH:17][C:15]1=2. (6) The product is: [Cl:1][C:2]1[C:3]2[CH:14]=[CH:13][C:12](=[O:15])[N:11]([C:16]3[C:21]([F:22])=[CH:20][CH:19]=[CH:18][C:17]=3[F:23])[C:4]=2[N:5]=[C:6]([NH:24][CH:25]([CH2:28][OH:29])[CH2:26][OH:27])[N:7]=1. Given the reactants [Cl:1][C:2]1[C:3]2[CH:14]=[CH:13][C:12](=[O:15])[N:11]([C:16]3[C:21]([F:22])=[CH:20][CH:19]=[CH:18][C:17]=3[F:23])[C:4]=2[N:5]=[C:6](S(C)=O)[N:7]=1.[NH2:24][CH:25]([CH2:28][OH:29])[CH2:26][OH:27], predict the reaction product. (7) Given the reactants CS(O[CH2:6][CH2:7][C@@:8]1([C:21]2[CH:26]=[CH:25][C:24]([F:27])=[CH:23][CH:22]=2)[O:13][C:12](=[O:14])[N:11]([C@H:15]([C:17]([CH3:20])([CH3:19])[CH3:18])[CH3:16])[CH2:10][CH2:9]1)(=O)=O.[N-:28]=[N+:29]=[N-:30].[Na+], predict the reaction product. The product is: [N:28]([CH2:6][CH2:7][C@@:8]1([C:21]2[CH:26]=[CH:25][C:24]([F:27])=[CH:23][CH:22]=2)[O:13][C:12](=[O:14])[N:11]([C@H:15]([C:17]([CH3:20])([CH3:19])[CH3:18])[CH3:16])[CH2:10][CH2:9]1)=[N+:29]=[N-:30]. (8) The product is: [C:4]([C:5]1[N:13]=[C:12]2[C:8]([N:9]=[CH:10][N:11]2[CH2:14][C:15]2[CH:16]=[CH:17][C:18]([O:21][CH3:22])=[CH:19][CH:20]=2)=[C:7]([C:23]2[O:24][CH:25]=[CH:26][CH:27]=2)[N:6]=1)#[CH:3]. Given the reactants C[Si](C)(C)[C:3]#[C:4][C:5]1[N:13]=[C:12]2[C:8]([N:9]=[CH:10][N:11]2[CH2:14][C:15]2[CH:20]=[CH:19][C:18]([O:21][CH3:22])=[CH:17][CH:16]=2)=[C:7]([C:23]2[O:24][CH:25]=[CH:26][CH:27]=2)[N:6]=1.C([O-])([O-])=O.[K+].[K+], predict the reaction product. (9) Given the reactants [S:1]([O:6][CH3:7])([O:4][CH3:5])(=[O:3])=[O:2].C([C:10]1[NH:11][CH:12]=[CH:13][N:14]=1)C.[CH3:15][O:16][CH2:17][CH2:18][O:19][CH2:20][CH2:21]O, predict the reaction product. The product is: [CH3:15][O:16][CH2:17][CH2:18][O:19][CH2:20][CH2:7][O:6][S:1]([O-:4])(=[O:2])=[O:3].[CH3:5][N+:14]1[CH:13]=[CH:12][N:11]([CH2:20][CH3:21])[CH:10]=1. (10) The product is: [CH2:13]([O:12][C:6]1[CH:7]=[C:8]([CH:11]=[C:4]([N+:1]([O-:3])=[O:2])[C:5]=1[O:15][CH2:21][C:20]1[CH:23]=[CH:24][CH:25]=[C:18]([O:17][CH3:16])[CH:19]=1)[CH:9]=[O:10])[CH3:14]. Given the reactants [N+:1]([C:4]1[C:5]([OH:15])=[C:6]([O:12][CH2:13][CH3:14])[CH:7]=[C:8]([CH:11]=1)[CH:9]=[O:10])([O-:3])=[O:2].[CH3:16][O:17][C:18]1[CH:19]=[C:20]([CH:23]=[CH:24][CH:25]=1)[CH2:21]Br.C(=O)([O-])[O-].[K+].[K+].O, predict the reaction product.